From a dataset of Catalyst prediction with 721,799 reactions and 888 catalyst types from USPTO. Predict which catalyst facilitates the given reaction. (1) The catalyst class is: 17. Reactant: [C:1]1([NH2:8])[CH:6]=[CH:5][CH:4]=[CH:3][C:2]=1[NH2:7].[S:9](N)(N)(=[O:11])=[O:10]. Product: [NH:7]1[C:2]2[CH:3]=[CH:4][CH:5]=[CH:6][C:1]=2[NH:8][S:9]1(=[O:11])=[O:10]. (2) Reactant: [O-]CC.[Na+].[C:5]([O:9][CH2:10][CH3:11])(=[O:8])[CH2:6][SH:7].[Cl:12][C:13]1[C:18]([C:19](OCC)=[O:20])=[C:17](Cl)[C:16]([CH3:25])=[C:15]([CH3:26])[N:14]=1.Cl. Product: [Cl:12][C:13]1[C:18]2[C:19]([OH:20])=[C:6]([C:5]([O:9][CH2:10][CH3:11])=[O:8])[S:7][C:17]=2[C:16]([CH3:25])=[C:15]([CH3:26])[N:14]=1. The catalyst class is: 8. (3) Reactant: [CH:1]1([C:4]([NH:6][C:7]2[N:8]=[C:9]3[CH:14]=[CH:13][C:12]([O:15][C:16]4[CH:17]=[CH:18][C:19]([CH3:32])=[C:20]([NH:22][C:23]([C:25]5[N:29]([CH3:30])[N:28]=[C:27]([CH3:31])[CH:26]=5)=[O:24])[CH:21]=4)=[N:11][N:10]3[CH:33]=2)=[O:5])[CH2:3][CH2:2]1.[CH3:34][S:35]([OH:38])(=[O:37])=[O:36]. Product: [CH3:34][S:35]([OH:38])(=[O:37])=[O:36].[CH:1]1([C:4]([NH:6][C:7]2[N:8]=[C:9]3[CH:14]=[CH:13][C:12]([O:15][C:16]4[CH:17]=[CH:18][C:19]([CH3:32])=[C:20]([NH:22][C:23]([C:25]5[N:29]([CH3:30])[N:28]=[C:27]([CH3:31])[CH:26]=5)=[O:24])[CH:21]=4)=[N:11][N:10]3[CH:33]=2)=[O:5])[CH2:3][CH2:2]1. The catalyst class is: 8. (4) Reactant: [NH2:1][C:2]1[CH:3]=[C:4]([N:16]([CH3:26])[S:17]([C:20]2[CH:25]=[CH:24][CH:23]=[CH:22][CH:21]=2)(=[O:19])=[O:18])[CH:5]=[CH:6][C:7]=1[NH:8][CH2:9][CH:10]1[CH2:15][CH2:14][O:13][CH2:12][CH2:11]1.C(N(C(C)C)CC)(C)C.[F:36][C:37]([F:43])([F:42])[CH2:38][C:39](O)=O.CN(C(ON1N=NC2C=CC=NC1=2)=[N+](C)C)C.F[P-](F)(F)(F)(F)F. Product: [CH3:26][N:16]([C:4]1[CH:5]=[CH:6][C:7]2[N:8]([CH2:9][CH:10]3[CH2:15][CH2:14][O:13][CH2:12][CH2:11]3)[C:39]([CH2:38][C:37]([F:43])([F:42])[F:36])=[N:1][C:2]=2[CH:3]=1)[S:17]([C:20]1[CH:25]=[CH:24][CH:23]=[CH:22][CH:21]=1)(=[O:19])=[O:18]. The catalyst class is: 3. (5) Reactant: [K].C[Si]([N-][Si](C)(C)C)(C)C.[Cl-].[CH3:12][O:13][CH2:14][P+](C1C=CC=CC=1)(C1C=CC=CC=1)C1C=CC=CC=1.[Br:34][C:35]1[N:39](CC#CC)[C:38]([C:44]([O:46][CH3:47])=[O:45])=[C:37]([CH:48]=O)[N:36]=1.O. Product: [Br:34][C:35]1[NH:39][C:38]([C:44]([O:46][CH3:47])=[O:45])=[C:37](/[CH:48]=[CH:12]/[O:13][CH3:14])[N:36]=1. The catalyst class is: 359. (6) Reactant: [CH:1]1([C:4]2[O:8][N:7]=[C:6]([C:9]3[CH:10]=[CH:11][C:12]4[O:16][C:15]5[CH:17]=[C:18]([S:21]([NH:24][C@@H:25]([CH:30]([CH3:32])[CH3:31])[C:26]([O:28]C)=[O:27])(=[O:23])=[O:22])[CH:19]=[CH:20][C:14]=5[C:13]=4[CH:33]=3)[N:5]=2)[CH2:3][CH2:2]1.C1COCC1.[Li+].[OH-]. Product: [CH:1]1([C:4]2[O:8][N:7]=[C:6]([C:9]3[CH:10]=[CH:11][C:12]4[O:16][C:15]5[CH:17]=[C:18]([S:21]([NH:24][C@@H:25]([CH:30]([CH3:31])[CH3:32])[C:26]([OH:28])=[O:27])(=[O:23])=[O:22])[CH:19]=[CH:20][C:14]=5[C:13]=4[CH:33]=3)[N:5]=2)[CH2:3][CH2:2]1. The catalyst class is: 6. (7) Reactant: [Na].[CH3:2][O:3][C:4]([C@H:6]1[CH2:11][CH2:10][C@H:9]([CH2:12][NH:13][S:14]([C:17]2[CH:22]=[CH:21][C:20]([C:23]([F:26])([F:25])[F:24])=[CH:19][CH:18]=2)(=[O:16])=[O:15])[CH2:8][CH2:7]1)=[O:5].[CH3:27]I. Product: [CH3:2][O:3][C:4]([C@H:6]1[CH2:11][CH2:10][C@H:9]([CH2:12][N:13]([CH3:27])[S:14]([C:17]2[CH:22]=[CH:21][C:20]([C:23]([F:26])([F:24])[F:25])=[CH:19][CH:18]=2)(=[O:16])=[O:15])[CH2:8][CH2:7]1)=[O:5]. The catalyst class is: 475.